From a dataset of Peptide-MHC class I binding affinity with 185,985 pairs from IEDB/IMGT. Regression. Given a peptide amino acid sequence and an MHC pseudo amino acid sequence, predict their binding affinity value. This is MHC class I binding data. (1) The MHC is HLA-A68:01 with pseudo-sequence HLA-A68:01. The peptide sequence is STRTIILVGY. The binding affinity (normalized) is 0.574. (2) The peptide sequence is KYFLGTPV. The MHC is H-2-Kd with pseudo-sequence H-2-Kd. The binding affinity (normalized) is 0.530. (3) The peptide sequence is KTFSAHNLF. The MHC is HLA-B44:02 with pseudo-sequence HLA-B44:02. The binding affinity (normalized) is 0.0847. (4) The peptide sequence is ISTPKLKEDY. The MHC is HLA-A01:01 with pseudo-sequence HLA-A01:01. The binding affinity (normalized) is 0.132.